From a dataset of Experimentally validated miRNA-target interactions with 360,000+ pairs, plus equal number of negative samples. Binary Classification. Given a miRNA mature sequence and a target amino acid sequence, predict their likelihood of interaction. (1) The miRNA is mmu-miR-7231-3p with sequence CUUGCUUCUUUGUUUCCCCAGAA. The protein sequence of the target gene is MASKGLQDLKQQVEGTAQEAVSAAGAAAQQVVDQATEAGQKAMDQLAKTTQETIDKTANQASDTFSGIGKKFGLLK. Result: 0 (no interaction). (2) The miRNA is hsa-miR-6840-3p with sequence GCCCAGGACUUUGUGCGGGGUG. The protein sequence of the target gene is MFRAPCHRLRARGTRKARAGAWRGCTFPCLGKGMERPAAREPHGPDALRRFQGLLLDRRGRLHGQVLRLREVARRLERLRRRSLVANVAGSSLSATGALAAIVGLSLSPVTLGTSLLVSAVGLGVATAGGAVTITSDLSLIFCNSRELRRVQEIAATCQDQMREILSCLEFFCRWQGCGDRQLLQCGRNASIALYNSVYFIVFFGSRGFLIPRRAEGDTKVSQAVLKAKIQKLAESLESCTGALDELSEQLESRVQLCTKSSRGHDLKISADQRAGLFF. Result: 1 (interaction). (3) The miRNA is hsa-miR-548f-3p with sequence AAAAACUGUAAUUACUUUU. The protein sequence of the target gene is MATQVEPLLPGGATLLQAEEHGGLVRKKPPPAPEGKGEPGPNDVRGGEPDGSARRPRPPCAKPHKEGTGQQERESPRPLQLPGAEGPAISDGEEGGGEPGAGGGAAGAAGAGRRDFVEAPPPKVNPWTKNALPPVLTTVNGQSPPEHSAPAKVVRAAVPKQRKGSKVGDFGDAINWPTPGEIAHKSVQPQSHKPQPTRKLPPKKDMKEQEKGEGSDSKESPKTKSDESGEEKNGDEDCQRGGQKKKGNKHKWVPLQIDMKPEVPREKLASRPTRPPEPRHIPANRGEIKGSESATYVPVA.... Result: 1 (interaction). (4) The miRNA is hsa-miR-516b-5p with sequence AUCUGGAGGUAAGAAGCACUUU. The protein sequence of the target gene is MAHELVMFRDVAIDVSQEEWECLNPAQRNLYKEVMLENYSNLVSLGLSVSKPAVISSLEQGKEPWMVVREETGRWCPGTWKTWGFHNNFLDNNEATDINADLASRDEPQKLSPKRDIYETELSQWVNMEEFKSHSPERSIFSAIWEGNCHFEQHQGQEEGYFRQLMINHENMPIFSQHTLLTQEFYDREKISECKKCRKIFSYHLFFSHHKRTHSKELSECKECTEIVNTPCLFKQQTIQNGDKCNECKECWKAFVHCSQLKHLRIHNGEKRYECNECGKAFNYGSELTLHQRIHTGEKP.... Result: 0 (no interaction). (5) The miRNA is hsa-miR-6736-3p with sequence UCAGCUCCUCUCUACCCACAG. The protein sequence of the target gene is MAASAKRKQEEKHLKMLRDMTGLPHNRKCFDCDQRGPTYVNMTVGSFVCTSCSGSLRGLNPPHRVKSISMTTFTQQEIEFLQKHGNEVCKQIWLGLFDDRSSAIPDFRDPQKVKEFLQEKYEKKRWYVPPEQAKVVASVHASISGSSASSTSSTPEVKPLKSLLGESAPALHLNKGTPSQSPVVGRSQGQQQEKKQFDLLSDLGSDIFAAPAPQSTATANFANFAHFNSHAAQNSANADFANFDAFGQSSGSSNFGGFPTASHSSFQPQTTGGSAGSVNANFAHFDNFPKSSSADFGTFS.... Result: 0 (no interaction). (6) The miRNA is hsa-miR-92a-3p with sequence UAUUGCACUUGUCCCGGCCUGU. The protein sequence of the target gene is MLLLLVSVVAALALAAPAPRTQKKRMQVNQAPNVVLVASDSFDGRLTFQPGSQVVKLPFINFMRAHGTTFLNAYTNSPICCPSRAAMWSGLFTHLTESWNNFKGLDPNYTTWMDIMEKHGYQTQKFGKVDYTSGHHSISNRVEAWTRDVAFLLRQEGRPIINLIPDKNRRRVMTKDWQNTDKAIEWLRQVNYTKPFVLYLGLNLPHPYPSPSSGENFGSSTFHTSLYWLEKVAYDAIKIPKWLTLSQMHPVDFYSSYTKNCTGKFTENEIKNIRAFYYAMCAETDAMLGEIILALHKLDL.... Result: 0 (no interaction). (7) The miRNA is hsa-miR-2115-3p with sequence CAUCAGAAUUCAUGGAGGCUAG. The protein sequence of the target gene is MGMLARVALGLIIIDAVLAAPTTELFNYDSEVYDAILEDTGTFYNYEHIPDNHVENEKVSERLSGNRELLTPGPQLGDNQDEDKDEESTPRLIDGSSPQEPEFPGLLGPHTNEDFPTCLLCTCISTTVYCDDHELDAIPPLPKKTTYFYSRFNRIKKINKNDFASLNDLKRIDLTSNLISEIDEDAFRKLPHLQELVLRDNKIKQLPELPNTLTFIDISNNRLGRKGIKQEAFKDMYDLHHLYITDNSLDHIPLPLPESLRALHLQNNDILEMHEDTFCNVKNLTYVRKALEDIRLDGNP.... Result: 0 (no interaction).